Regression. Given two drug SMILES strings and cell line genomic features, predict the synergy score measuring deviation from expected non-interaction effect. From a dataset of NCI-60 drug combinations with 297,098 pairs across 59 cell lines. (1) Drug 1: C1=NC2=C(N1)C(=S)N=C(N2)N. Drug 2: CCCCC(=O)OCC(=O)C1(CC(C2=C(C1)C(=C3C(=C2O)C(=O)C4=C(C3=O)C=CC=C4OC)O)OC5CC(C(C(O5)C)O)NC(=O)C(F)(F)F)O. Cell line: IGROV1. Synergy scores: CSS=31.3, Synergy_ZIP=-0.330, Synergy_Bliss=0.790, Synergy_Loewe=0.565, Synergy_HSA=1.34. (2) Drug 1: C1CCC(C1)C(CC#N)N2C=C(C=N2)C3=C4C=CNC4=NC=N3. Drug 2: CCCS(=O)(=O)NC1=C(C(=C(C=C1)F)C(=O)C2=CNC3=C2C=C(C=N3)C4=CC=C(C=C4)Cl)F. Cell line: UO-31. Synergy scores: CSS=13.8, Synergy_ZIP=-4.48, Synergy_Bliss=-2.36, Synergy_Loewe=-1.91, Synergy_HSA=-0.350.